This data is from Full USPTO retrosynthesis dataset with 1.9M reactions from patents (1976-2016). The task is: Predict the reactants needed to synthesize the given product. (1) Given the product [Cl:13][C:10]1[CH:11]=[CH:12][C:7]([C:5]2[N:6]=[C:2]([N:35]3[CH2:36][CH2:37][N:32]([C:26]4[CH:31]=[CH:30][CH:29]=[CH:28][CH:27]=4)[CH2:33][CH2:34]3)[O:3][C:4]=2[CH2:14][CH2:15][CH2:16][O:17][C:18]2[CH:23]=[CH:22][CH:21]=[CH:20][C:19]=2[O:24][CH3:25])=[CH:8][CH:9]=1, predict the reactants needed to synthesize it. The reactants are: Cl[C:2]1[O:3][C:4]([CH2:14][CH2:15][CH2:16][O:17][C:18]2[CH:23]=[CH:22][CH:21]=[CH:20][C:19]=2[O:24][CH3:25])=[C:5]([C:7]2[CH:12]=[CH:11][C:10]([Cl:13])=[CH:9][CH:8]=2)[N:6]=1.[C:26]1([N:32]2[CH2:37][CH2:36][NH:35][CH2:34][CH2:33]2)[CH:31]=[CH:30][CH:29]=[CH:28][CH:27]=1.CC(=O)CC. (2) Given the product [Br:1][C:2]1[CH:3]=[CH:4][C:5]([C:8]2[O:12][N:11]=[C:10]([CH3:13])[C:9]=2[CH:14]([OH:15])[C:17]([F:21])([F:20])[CH:18]=[CH2:19])=[CH:6][CH:7]=1, predict the reactants needed to synthesize it. The reactants are: [Br:1][C:2]1[CH:7]=[CH:6][C:5]([C:8]2[O:12][N:11]=[C:10]([CH3:13])[C:9]=2[CH:14]=[O:15])=[CH:4][CH:3]=1.Br[C:17]([F:21])([F:20])[CH:18]=[CH2:19].[In].[I-].[Na+]. (3) Given the product [Cl:1][C:2]1[CH:7]=[CH:6][C:5]([C:8]2([F:14])[CH2:9][CH2:10][N:11]([CH2:26][CH2:27][CH:28]=[C:29]3[C:35]4[CH:36]=[CH:37][CH:38]=[N:39][C:34]=4[CH2:33][O:32][C:31]4[CH:40]=[CH:41][C:42]([C:44]([OH:47])([CH3:46])[CH3:45])=[CH:43][C:30]3=4)[CH2:12][CH2:13]2)=[CH:4][CH:3]=1, predict the reactants needed to synthesize it. The reactants are: [Cl:1][C:2]1[CH:7]=[CH:6][C:5]([C:8]2([F:14])[CH2:13][CH2:12][NH:11][CH2:10][CH2:9]2)=[CH:4][CH:3]=1.N1C(C)=CC=CC=1C.[I-].[K+].Br[CH2:26][CH2:27][CH:28]=[C:29]1[C:35]2[CH:36]=[CH:37][CH:38]=[N:39][C:34]=2[CH2:33][O:32][C:31]2[CH:40]=[CH:41][C:42]([C:44]([OH:47])([CH3:46])[CH3:45])=[CH:43][C:30]1=2. (4) The reactants are: [F:1][C:2]([F:20])([C:16]([F:19])([F:18])[F:17])[CH2:3][NH:4][C:5]1[C:10]([C:11]([O:13]CC)=[O:12])=[CH:9][N:8]=[CH:7][N:6]=1.[OH-].[K+]. Given the product [F:20][C:2]([F:1])([C:16]([F:17])([F:18])[F:19])[CH2:3][NH:4][C:5]1[C:10]([C:11]([OH:13])=[O:12])=[CH:9][N:8]=[CH:7][N:6]=1, predict the reactants needed to synthesize it. (5) Given the product [NH2:1][CH2:2][C@@H:3]1[C@H:8]([CH3:9])[CH2:7][CH2:6][CH2:5][N:4]1[C:10]([C:12]1[CH:17]=[C:16]([CH3:18])[CH:15]=[CH:14][C:13]=1[C:38]1[N:42]([CH3:43])[N:41]=[CH:40][CH:39]=1)=[O:11], predict the reactants needed to synthesize it. The reactants are: [NH2:1][CH2:2][C@@H:3]1[C@H:8]([CH3:9])[CH2:7][CH2:6][CH2:5][N:4]1[C:10]([C:12]1[CH:17]=[C:16]([CH3:18])[CH:15]=[CH:14][C:13]=1N1C=NC(C(F)(F)F)=N1)=[O:11].CC1C=CC([C:38]2[N:42]([CH3:43])[N:41]=[CH:40][CH:39]=2)=C(C=1)C(O)=O.